From a dataset of Forward reaction prediction with 1.9M reactions from USPTO patents (1976-2016). Predict the product of the given reaction. Given the reactants [O:1]1[CH2:5][CH2:4][O:3][CH:2]1[CH2:6][C:7]1[CH:8]=[C:9]([CH:13]=[CH:14][CH:15]=1)[C:10](O)=O.C(N1C=CN=C1)(N1C=CN=C1)=O.Cl.Cl.[NH2:30][C:31]1[C:39]([NH2:40])=[CH:38][CH:37]=[CH:36][C:32]=1[C:33]([NH2:35])=[O:34], predict the reaction product. The product is: [O:1]1[CH2:5][CH2:4][O:3][CH:2]1[CH2:6][C:7]1[CH:8]=[C:9]([C:10]2[NH:40][C:39]3[CH:38]=[CH:37][CH:36]=[C:32]([C:33]([NH2:35])=[O:34])[C:31]=3[N:30]=2)[CH:13]=[CH:14][CH:15]=1.